This data is from Full USPTO retrosynthesis dataset with 1.9M reactions from patents (1976-2016). The task is: Predict the reactants needed to synthesize the given product. (1) Given the product [Cl-:29].[CH2:1]([C@H:6]1[C@H:14]([CH3:15])[O:13][C:12](=[O:16])[C@@H:11]([NH3+:17])[CH2:10][CH2:9][CH2:8][C@@H:7]1[O:25][CH2:26][CH2:27][CH3:28])[CH2:2][CH:3]([CH3:5])[CH3:4], predict the reactants needed to synthesize it. The reactants are: [CH2:1]([C@H:6]1[C@H:14]([CH3:15])[O:13][C:12](=[O:16])[C@@H:11]([NH:17]C(=O)OC(C)(C)C)[CH2:10][CH2:9][CH2:8][C@@H:7]1[O:25][CH2:26][CH2:27][CH3:28])[CH2:2][CH:3]([CH3:5])[CH3:4].[ClH:29].O1CCOCC1. (2) Given the product [CH:3]1([O:4][C:5]2[N:10]=[CH:9][C:8]([CH:11]([NH2:13])[CH3:12])=[CH:7][CH:6]=2)[CH2:20][CH2:19][CH2:18][CH2:2]1, predict the reactants needed to synthesize it. The reactants are: F[C:2](F)(F)[CH2:3][O:4][C:5]1[N:10]=[CH:9][C:8]([CH:11]([NH2:13])[CH3:12])=[CH:7][CH:6]=1.CN1CC[CH:20](OC2C=CC(C#N)=CC=2C(F)(F)F)[CH2:19][CH2:18]1.